This data is from Full USPTO retrosynthesis dataset with 1.9M reactions from patents (1976-2016). The task is: Predict the reactants needed to synthesize the given product. (1) Given the product [C:5]([N:10]1[CH2:9][CH2:8][C:14]2[CH:15]=[CH:16][CH:17]=[CH:18][C:13]=2[CH2:12][CH2:11]1)(=[O:7])[CH3:6], predict the reactants needed to synthesize it. The reactants are: C(O[C:5](=[O:7])[CH3:6])(=O)C.[CH2:8]1[C:14]2[CH:15]=[CH:16][CH:17]=[CH:18][C:13]=2[CH2:12][CH2:11][NH:10][CH2:9]1.C(N(CC)CC)C.O. (2) Given the product [F:23][C:20]([F:21])([F:22])[C:16]1[CH:15]=[C:14]([C:12]([C:8]2[CH:9]=[CH:10][CH:11]=[C:6]([CH:2]3[O:1][CH2:5][CH2:4][O:3]3)[CH:7]=2)=[O:13])[CH:19]=[CH:18][CH:17]=1, predict the reactants needed to synthesize it. The reactants are: [O:1]1[CH2:5][CH2:4][O:3][CH:2]1[C:6]1[CH:7]=[C:8]([CH:12]([C:14]2[CH:19]=[CH:18][CH:17]=[C:16]([C:20]([F:23])([F:22])[F:21])[CH:15]=2)[OH:13])[CH:9]=[CH:10][CH:11]=1.[Cr](Cl)([O-])(=O)=O.[NH+]1C=CC=CC=1. (3) Given the product [F:14][C:8]1[CH:9]=[C:10]([F:13])[CH:11]=[CH:12][C:7]=1[C:5]1[CH:4]=[CH:15][C:18]([C:19]([O:21][CH2:22][CH3:23])=[O:20])=[C:17]([CH3:24])[N:16]=1, predict the reactants needed to synthesize it. The reactants are: CN([CH:4]([CH3:15])[C:5]([C:7]1[CH:12]=[CH:11][C:10]([F:13])=[CH:9][C:8]=1[F:14])=O)C.[NH2:16]/[C:17](/[CH3:24])=[CH:18]\[C:19]([O:21][CH2:22][CH3:23])=[O:20]. (4) Given the product [F:21][C:20]([F:23])([F:22])[C:19]([OH:24])([CH3:25])[CH2:18][NH:17][C:13]([C:3]1[C:2]([NH2:1])=[CH:7][C:6]([C:8]([F:9])([F:10])[F:11])=[C:5]([Br:12])[N:4]=1)=[O:15], predict the reactants needed to synthesize it. The reactants are: [NH2:1][C:2]1[C:3]([C:13]([OH:15])=O)=[N:4][C:5]([Br:12])=[C:6]([C:8]([F:11])([F:10])[F:9])[CH:7]=1.Cl.[NH2:17][CH2:18][C:19]([CH3:25])([OH:24])[C:20]([F:23])([F:22])[F:21].CN(C(ON1N=NC2C=CC=NC1=2)=[N+](C)C)C.F[P-](F)(F)(F)(F)F.CN1CCOCC1. (5) Given the product [C:14]([C:3]1[CH:4]=[C:5]([CH:12]=[CH:13][C:2]=1[N:17]1[CH2:18][CH2:19][CH:20]([N:23]2[C:28]3[CH:29]=[CH:30][CH:31]=[CH:32][C:27]=3[CH2:26][O:25][C:24]2=[O:33])[CH2:21][CH2:22]1)[C:6]([NH:8][CH:9]([CH3:11])[CH3:10])=[O:7])#[N:15], predict the reactants needed to synthesize it. The reactants are: Cl[C:2]1[CH:13]=[CH:12][C:5]([C:6]([NH:8][CH:9]([CH3:11])[CH3:10])=[O:7])=[CH:4][C:3]=1[C:14]#[N:15].Cl.[NH:17]1[CH2:22][CH2:21][CH:20]([N:23]2[C:28]3[CH:29]=[CH:30][CH:31]=[CH:32][C:27]=3[CH2:26][O:25][C:24]2=[O:33])[CH2:19][CH2:18]1.